This data is from Reaction yield outcomes from USPTO patents with 853,638 reactions. The task is: Predict the reaction yield, written as a fraction of the theoretical maximum amount of product (1.0 means a 100% yield; for example, 0.34 means a 34% yield). (1) The reactants are [CH3:1][O:2][C:3]1[CH:4]=[C:5]([CH:29]=[CH:30][C:31]=1[O:32][CH2:33][C:34]1[CH:35]=[N:36][C:37]([O:40][CH3:41])=[CH:38][CH:39]=1)[CH2:6][N:7]1[C:11]2[CH:12]=[CH:13][C:14]([CH:16]3[CH2:21][CH2:20][N:19](C(OC(C)(C)C)=O)[CH2:18][CH2:17]3)=[CH:15][C:10]=2[N:9]=[CH:8]1.FC(F)(F)C(O)=O.[OH-].[Na+]. The catalyst is ClCCl. The product is [CH3:1][O:2][C:3]1[CH:4]=[C:5]([CH:29]=[CH:30][C:31]=1[O:32][CH2:33][C:34]1[CH:35]=[N:36][C:37]([O:40][CH3:41])=[CH:38][CH:39]=1)[CH2:6][N:7]1[C:11]2[CH:12]=[CH:13][C:14]([CH:16]3[CH2:21][CH2:20][NH:19][CH2:18][CH2:17]3)=[CH:15][C:10]=2[N:9]=[CH:8]1. The yield is 0.0800. (2) The reactants are [OH:1][CH2:2][CH2:3][NH:4][CH2:5][CH:6]([OH:9])[CH2:7][OH:8].Cl.O1CCOCC1.CO[C:19](OC)([CH3:21])[CH3:20]. The catalyst is C1(C)C=CC(S(O)(=O)=O)=CC=1.C(N(CC)CC)C.CC(N(C)C)=O. The product is [CH3:20][C:19]1([CH3:21])[O:9][CH:6]([CH2:5][NH:4][CH2:3][CH2:2][OH:1])[CH2:7][O:8]1. The yield is 0.990. (3) The reactants are [CH3:1][C:2]1[C:16](=[O:17])[N:15]=[C:14]2[N:4]([C@@H:5]3[O:9][C@H:8]([CH2:10][OH:11])[C@@H:7]([OH:12])[C@@H:6]3[O:13]2)[CH:3]=1.[CH3:18][O:19][CH2:20][CH2:21][O:22]B([O:22][CH2:21][CH2:20][O:19][CH3:18])[O:22][CH2:21][CH2:20][O:19][CH3:18]. The catalyst is COCCO. The product is [CH3:18][O:19][CH2:20][CH2:21][O:22][C@@H:6]1[C@H:7]([OH:12])[C@@H:8]([CH2:10][OH:11])[O:9][C@H:5]1[N:4]1[CH:3]=[C:2]([CH3:1])[C:16](=[O:17])[NH:15][C:14]1=[O:13]. The yield is 0.630. (4) The reactants are Cl[C:2]1[CH:7]=[C:6]([N:8]2[CH2:13][CH2:12][O:11][CH2:10][CH2:9]2)[N:5]=[C:4](N2C3C=CC=C(OC)C=3N=C2C(F)F)[N:3]=1.[CH3:28][O:29][C:30]1[N:35]=[CH:34][C:33](B(O)O)=[CH:32][N:31]=1.C([O-])([O-])=O.[K+].[K+]. The catalyst is O1CCOCC1.O.C1C=CC(P(C2C=CC=CC=2)[C-]2C=CC=C2)=CC=1.C1C=CC(P(C2C=CC=CC=2)[C-]2C=CC=C2)=CC=1.Cl[Pd]Cl.[Fe+2]. The product is [N:8]1([C:6]2[N:5]=[CH:4][N:3]=[C:2]([C:33]3[CH:32]=[N:31][C:30]([O:29][CH3:28])=[N:35][CH:34]=3)[CH:7]=2)[CH2:9][CH2:10][O:11][CH2:12][CH2:13]1. The yield is 0.350. (5) The reactants are Br[C:2]1[CH:14]=[CH:13][C:5]2[O:6][C:7]3[CH:12]=[CH:11][CH:10]=[CH:9][C:8]=3[C:4]=2[CH:3]=1.C([Li])CCC.[B:20](OC)([O:23]C)[O:21]C.Cl. The catalyst is CCCCCC.C1COCC1. The product is [CH:3]1[C:4]2[C:8]3[CH:9]=[CH:10][CH:11]=[CH:12][C:7]=3[O:6][C:5]=2[CH:13]=[CH:14][C:2]=1[B:20]([OH:23])[OH:21]. The yield is 0.720. (6) The reactants are C(N(C(C)C)CC)(C)C.C1(N[S:17]([C:20]([F:23])([F:22])[F:21])(=[O:19])=[O:18])C=CC=CC=1.[CH3:24][O:25][C:26](=[O:41])[C:27]([NH:30][C:31]([C:33]1[C:38]([OH:39])=[CH:37][C:36]([OH:40])=[CH:35][N:34]=1)=[O:32])([CH3:29])[CH3:28]. The catalyst is CO. The product is [CH3:24][O:25][C:26](=[O:41])[C:27]([NH:30][C:31]([C:33]1[C:38]([OH:39])=[CH:37][C:36]([O:40][S:17]([C:20]([F:21])([F:22])[F:23])(=[O:18])=[O:19])=[CH:35][N:34]=1)=[O:32])([CH3:29])[CH3:28]. The yield is 0.360.